Dataset: Peptide-MHC class II binding affinity with 134,281 pairs from IEDB. Task: Regression. Given a peptide amino acid sequence and an MHC pseudo amino acid sequence, predict their binding affinity value. This is MHC class II binding data. The peptide sequence is CNANPGLMKDVAKVF. The MHC is HLA-DQA10301-DQB10302 with pseudo-sequence HLA-DQA10301-DQB10302. The binding affinity (normalized) is 0.221.